From a dataset of Forward reaction prediction with 1.9M reactions from USPTO patents (1976-2016). Predict the product of the given reaction. (1) Given the reactants [C:1](N[C@H](C(O)=O)CCC(O)=O)(=[O:5])[C:2]([CH3:4])=[CH2:3].[NH2:16][CH2:17][CH2:18][CH2:19][CH2:20][CH2:21][C:22]([OH:24])=[O:23].[OH-].[Na+].C(Cl)(=O)C(C)=C, predict the reaction product. The product is: [C:1]([CH:21]([CH2:20][CH2:19][CH2:18][CH2:17][NH2:16])[C:22]([OH:24])=[O:23])(=[O:5])[C:2]([CH3:4])=[CH2:3]. (2) The product is: [CH3:1][O:2][C:3](=[O:24])[CH2:4][CH:5]([C:12]1[CH:17]=[CH:16][C:15]([O:18][CH3:19])=[C:14]([S:20]([Cl:27])(=[O:22])=[O:21])[CH:13]=1)[C:6]1[CH:11]=[CH:10][CH:9]=[CH:8][CH:7]=1. Given the reactants [CH3:1][O:2][C:3](=[O:24])[CH2:4][CH:5]([C:12]1[CH:17]=[CH:16][C:15]([O:18][CH3:19])=[C:14]([S:20](O)(=[O:22])=[O:21])[CH:13]=1)[C:6]1[CH:11]=[CH:10][CH:9]=[CH:8][CH:7]=1.O=P(Cl)(Cl)[Cl:27].N1C=CC=CC=1.O, predict the reaction product. (3) Given the reactants C(OC(C1C(C)=NC(N2CCCCC2)=NC=1C1C=CC(C)=CC=1)C(OC)=O)(C)(C)C.[C:31]([O:35][CH:36]([C:41]1[C:42]([C:54]([CH3:57])([CH3:56])[CH3:55])=[N:43][C:44]([N:48]2[CH2:53][CH2:52][CH2:51][CH2:50][CH2:49]2)=[N:45][C:46]=1[CH3:47])[C:37]([O:39]C)=[O:38])([CH3:34])([CH3:33])[CH3:32], predict the reaction product. The product is: [C:31]([O:35][CH:36]([C:41]1[C:42]([C:54]([CH3:57])([CH3:56])[CH3:55])=[N:43][C:44]([N:48]2[CH2:49][CH2:50][CH2:51][CH2:52][CH2:53]2)=[N:45][C:46]=1[CH3:47])[C:37]([OH:39])=[O:38])([CH3:33])([CH3:34])[CH3:32].